Dataset: NCI-60 drug combinations with 297,098 pairs across 59 cell lines. Task: Regression. Given two drug SMILES strings and cell line genomic features, predict the synergy score measuring deviation from expected non-interaction effect. (1) Cell line: RXF 393. Synergy scores: CSS=-0.422, Synergy_ZIP=-0.289, Synergy_Bliss=-1.86, Synergy_Loewe=-4.40, Synergy_HSA=-4.37. Drug 2: CC1=C(C=C(C=C1)NC(=O)C2=CC=C(C=C2)CN3CCN(CC3)C)NC4=NC=CC(=N4)C5=CN=CC=C5. Drug 1: C1=CC(=CC=C1C#N)C(C2=CC=C(C=C2)C#N)N3C=NC=N3. (2) Drug 1: COC1=C(C=C2C(=C1)N=CN=C2NC3=CC(=C(C=C3)F)Cl)OCCCN4CCOCC4. Drug 2: CC=C1C(=O)NC(C(=O)OC2CC(=O)NC(C(=O)NC(CSSCCC=C2)C(=O)N1)C(C)C)C(C)C. Cell line: SK-MEL-5. Synergy scores: CSS=81.7, Synergy_ZIP=2.99, Synergy_Bliss=5.79, Synergy_Loewe=5.29, Synergy_HSA=9.61.